From a dataset of Reaction yield outcomes from USPTO patents with 853,638 reactions. Predict the reaction yield, written as a fraction of the theoretical maximum amount of product (1.0 means a 100% yield; for example, 0.34 means a 34% yield). (1) The reactants are [CH2:1]([N:3]([CH2:18][CH3:19])[CH2:4][CH2:5][NH:6][C:7]([C:9]1[C:13]([CH3:14])=[C:12]([CH:15]=O)[NH:11][C:10]=1[CH3:17])=[O:8])[CH3:2].[F:20][C:21]1[CH:22]=[C:23]2[C:27](=[CH:28][CH:29]=1)[NH:26][C:25](=[O:30])[CH2:24]2.N1CCCC1. The catalyst is C(O)C. The product is [CH2:1]([N:3]([CH2:18][CH3:19])[CH2:4][CH2:5][NH:6][C:7]([C:9]1[C:13]([CH3:14])=[C:12](/[CH:15]=[C:24]2\[C:25](=[O:30])[NH:26][C:27]3[C:23]\2=[CH:22][C:21]([F:20])=[CH:29][CH:28]=3)[NH:11][C:10]=1[CH3:17])=[O:8])[CH3:2]. The yield is 0.880. (2) The reactants are [N+:1]([C:4]1[CH:9]=[CH:8][C:7]([N:10]2[CH2:15][CH2:14][C:13](=O)[CH2:12][CH2:11]2)=[CH:6][C:5]=1[O:17][CH2:18][C:19]([F:22])([F:21])[F:20])([O-:3])=[O:2].CC(O)=O.[C:27]([N:34]1[CH2:39][CH2:38][NH:37][CH2:36][CH2:35]1)([O:29][C:30]([CH3:33])([CH3:32])[CH3:31])=[O:28].C(O[BH-](OC(=O)C)OC(=O)C)(=O)C.[Na+]. The catalyst is C(#N)C.C1(C)C=CC=CC=1. The product is [N+:1]([C:4]1[CH:9]=[CH:8][C:7]([N:10]2[CH2:15][CH2:14][CH:13]([N:37]3[CH2:36][CH2:35][N:34]([C:27]([O:29][C:30]([CH3:33])([CH3:32])[CH3:31])=[O:28])[CH2:39][CH2:38]3)[CH2:12][CH2:11]2)=[CH:6][C:5]=1[O:17][CH2:18][C:19]([F:22])([F:21])[F:20])([O-:3])=[O:2]. The yield is 0.540. (3) The reactants are [Cl:1][C:2]1[CH:25]=[CH:24][CH:23]=[C:22]([Cl:26])[C:3]=1[CH2:4][C:5]1[S:6][CH:7]=[C:8]([C:10]2[CH:19]=[CH:18][C:17]3[C:12](=[CH:13][CH:14]=[C:15]([O:20]C)[CH:16]=3)[CH:11]=2)[N:9]=1.Br. The catalyst is CC(O)=O. The product is [Cl:26][C:22]1[CH:23]=[CH:24][CH:25]=[C:2]([Cl:1])[C:3]=1[CH2:4][C:5]1[S:6][CH:7]=[C:8]([C:10]2[CH:11]=[C:12]3[C:17](=[CH:18][CH:19]=2)[CH:16]=[C:15]([OH:20])[CH:14]=[CH:13]3)[N:9]=1. The yield is 0.800. (4) The product is [Cl:1][C:2]1[N:7]=[C:6]2[N:8]([CH3:11])[N:9]=[CH:10][C:5]2=[C:4]([C:12]([O:14][CH2:15][CH3:16])=[O:18])[N:3]=1. The yield is 0.460. The reactants are [Cl:1][C:2]1[N:7]=[C:6]2[N:8]([CH3:11])[N:9]=[CH:10][C:5]2=[C:4]([C:12]([O:14][CH2:15][CH3:16])=C)[N:3]=1.[Mn]([O-])(=O)(=O)=[O:18].[K+]. No catalyst specified. (5) The reactants are [F:1][C:2]1([F:33])[O:6][C:5]2[CH:7]=[CH:8][C:9]([C:11]3([C:14]([NH:16][C:17]4[N:22]=[C:21]([C:23]5[CH:28]=[C:27]([CH3:29])[N:26]=[C:25]([O:30]C)[CH:24]=5)[C:20]([CH3:32])=[CH:19][CH:18]=4)=[O:15])[CH2:13][CH2:12]3)=[CH:10][C:4]=2[O:3]1.[Si](I)(C)(C)C.CO.C(OCC)(=O)C. The catalyst is CC#N.O. The product is [F:33][C:2]1([F:1])[O:6][C:5]2[CH:7]=[CH:8][C:9]([C:11]3([C:14]([NH:16][C:17]4[CH:18]=[CH:19][C:20]([CH3:32])=[C:21]([C:23]5[CH:28]=[C:27]([CH3:29])[NH:26][C:25](=[O:30])[CH:24]=5)[N:22]=4)=[O:15])[CH2:13][CH2:12]3)=[CH:10][C:4]=2[O:3]1. The yield is 0.817. (6) The reactants are [F:1][C:2]1[CH:7]=[CH:6][C:5]([NH2:8])=[C:4]([N+:9]([O-:11])=[O:10])[CH:3]=1.[C:12](#[N:15])[CH:13]=[CH2:14]. The catalyst is O1CCOCC1.O. The product is [F:1][C:2]1[CH:7]=[CH:6][C:5]([NH:8][CH2:14][CH2:13][C:12]#[N:15])=[C:4]([N+:9]([O-:11])=[O:10])[CH:3]=1. The yield is 0.630.